Task: Predict the reactants needed to synthesize the given product.. Dataset: Full USPTO retrosynthesis dataset with 1.9M reactions from patents (1976-2016) Given the product [F:23][C:20]1[CH:21]=[C:22]2[C:17](=[CH:18][CH:19]=1)[N:16]=[C:15]([C:24]1[CH:29]=[CH:28][CH:27]=[CH:26][C:25]=1[OH:30])[N:14]=[C:13]2[N:1]1[CH2:5][CH2:4][C@@H:3]([NH:6][C:7]([CH:9]2[CH2:10][CH2:11]2)=[O:8])[CH2:2]1, predict the reactants needed to synthesize it. The reactants are: [NH:1]1[CH2:5][CH2:4][C@@H:3]([NH:6][C:7]([CH:9]2[CH2:11][CH2:10]2)=[O:8])[CH2:2]1.Cl[C:13]1[C:22]2[C:17](=[CH:18][CH:19]=[C:20]([F:23])[CH:21]=2)[N:16]=[C:15]([C:24]2[CH:29]=[CH:28][CH:27]=[CH:26][C:25]=2[OH:30])[N:14]=1.C(N(CC)CC)C.